From a dataset of Full USPTO retrosynthesis dataset with 1.9M reactions from patents (1976-2016). Predict the reactants needed to synthesize the given product. (1) The reactants are: C([O:8][C:9]1[CH:14]=[CH:13][C:12]([CH2:15][CH2:16][CH2:17][CH2:18][N:19]2[CH:23]=[CH:22][N:21]=[C:20]2[CH2:24][CH:25]([OH:28])[CH2:26][OH:27])=[CH:11][CH:10]=1)C1C=CC=CC=1. Given the product [OH:8][C:9]1[CH:14]=[CH:13][C:12]([CH2:15][CH2:16][CH2:17][CH2:18][N:19]2[CH:23]=[CH:22][N:21]=[C:20]2[CH2:24][CH:25]([OH:28])[CH2:26][OH:27])=[CH:11][CH:10]=1, predict the reactants needed to synthesize it. (2) Given the product [Br:1][C:2]1[C:3]([CH3:19])=[C:4]([C:9]2[CH:14]=[CH:13][CH:12]=[C:11]([C:15]([F:18])([F:17])[F:16])[CH:10]=2)[C:5]2[N:6]([C:29](=[O:24])[NH:21][N:22]=2)[CH:7]=1, predict the reactants needed to synthesize it. The reactants are: [Br:1][C:2]1[C:3]([CH3:19])=[C:4]([C:9]2[CH:14]=[CH:13][CH:12]=[C:11]([C:15]([F:18])([F:17])[F:16])[CH:10]=2)[C:5](Cl)=[N:6][CH:7]=1.O.[NH2:21][NH2:22].O.[O:24]1[CH2:29]COCC1.